From a dataset of Catalyst prediction with 721,799 reactions and 888 catalyst types from USPTO. Predict which catalyst facilitates the given reaction. (1) Reactant: [Cl:1][C:2]1[C:8]([O:9][C:10]2[C:11]([O:16][CH2:17][C:18]([O:20][CH3:21])=[O:19])=[N:12][CH:13]=[CH:14][CH:15]=2)=[CH:7][C:5]([NH2:6])=[C:4]([F:22])[CH:3]=1.[F:23][C:24]([F:34])([F:33])[C:25](=[O:32])[CH2:26][C:27](OCC)=[O:28]. Product: [Cl:1][C:2]1[C:8]([O:9][C:10]2[C:11]([O:16][CH2:17][C:18]([O:20][CH3:21])=[O:19])=[N:12][CH:13]=[CH:14][CH:15]=2)=[CH:7][C:5]([NH:6][C:27](=[O:28])[CH2:26][C:25]([C:24]([F:34])([F:33])[F:23])=[O:32])=[C:4]([F:22])[CH:3]=1. The catalyst class is: 11. (2) Reactant: [CH2:1]([O:8][C:9](=[O:30])[C@@H:10]([NH:22][C:23]([O:25][C:26]([CH3:29])([CH3:28])[CH3:27])=[O:24])[CH2:11][CH2:12][C:13]1[NH:17][C:16]2[CH:18]=[CH:19][CH:20]=[CH:21][C:15]=2[N:14]=1)[C:2]1[CH:7]=[CH:6][CH:5]=[CH:4][CH:3]=1.[H-].[Na+].I[CH3:34]. Product: [CH2:1]([O:8][C:9](=[O:30])[C@@H:10]([NH:22][C:23]([O:25][C:26]([CH3:27])([CH3:29])[CH3:28])=[O:24])[CH2:11][CH2:12][C:13]1[N:17]([CH3:34])[C:16]2[CH:18]=[CH:19][CH:20]=[CH:21][C:15]=2[N:14]=1)[C:2]1[CH:7]=[CH:6][CH:5]=[CH:4][CH:3]=1. The catalyst class is: 1. (3) The catalyst class is: 43. Product: [C:1]([O:5][C:6]([N:8]1[C:17]2[C:12](=[CH:13][CH:14]=[CH:15][CH:16]=2)[N:11]([C:18]2[CH:23]=[CH:22][C:21]([N:24]3[CH2:29][CH2:28][NH:27][CH2:26][CH2:25]3)=[CH:20][CH:19]=2)[CH2:10][CH2:9]1)=[O:7])([CH3:4])([CH3:2])[CH3:3]. Reactant: [C:1]([O:5][C:6]([N:8]1[C:17]2[C:12](=[CH:13][CH:14]=[CH:15][CH:16]=2)[N:11]([C:18]2[CH:23]=[CH:22][C:21]([N:24]3[CH2:29][CH2:28][N:27](C(OCC4C=CC=CC=4)=O)[CH2:26][CH2:25]3)=[CH:20][CH:19]=2)[CH2:10][CH2:9]1)=[O:7])([CH3:4])([CH3:3])[CH3:2].C([O-])=O.[NH4+]. (4) Reactant: [CH3:1][N:2]1[CH2:8][CH2:7][CH2:6][NH:5][CH2:4][CH2:3]1.[C:9]([O:13][C:14](=[O:49])[NH:15][C@H:16]1[CH2:21][CH2:20][C@@H:19]([N:22]2[C:27](=[O:28])[C:26]3[CH:29]=[C:30]([F:33])[CH:31]=[N:32][C:25]=3[N:24]([C:34]3[CH:35]=[C:36]([C:40]4[CH:45]=[CH:44][C:43]([CH:46]=O)=[CH:42][CH:41]=4)[CH:37]=[CH:38][CH:39]=3)[C:23]2=[O:48])[CH2:18][CH2:17]1)([CH3:12])([CH3:11])[CH3:10].S([O-])([O-])(=O)=O.[Na+].[Na+].C(O[BH-](OC(=O)C)OC(=O)C)(=O)C.[Na+]. Product: [F:33][C:30]1[CH:31]=[N:32][C:25]2[N:24]([C:34]3[CH:35]=[C:36]([C:40]4[CH:45]=[CH:44][C:43]([CH2:46][N:5]5[CH2:6][CH2:7][CH2:8][N:2]([CH3:1])[CH2:3][CH2:4]5)=[CH:42][CH:41]=4)[CH:37]=[CH:38][CH:39]=3)[C:23](=[O:48])[N:22]([C@@H:19]3[CH2:18][CH2:17][C@H:16]([NH:15][C:14](=[O:49])[O:13][C:9]([CH3:11])([CH3:12])[CH3:10])[CH2:21][CH2:20]3)[C:27](=[O:28])[C:26]=2[CH:29]=1. The catalyst class is: 2. (5) Reactant: Cl[C:2]1[C:11]2[C:6](=[CH:7][CH:8]=[C:9]([N+:12]([O-:14])=[O:13])[CH:10]=2)[N:5]=[C:4]([CH2:15][CH2:16][CH3:17])[CH:3]=1.[NH:18]1[CH2:21][CH2:20][CH2:19]1. Product: [N:18]1([C:2]2[C:11]3[C:6](=[CH:7][CH:8]=[C:9]([N+:12]([O-:14])=[O:13])[CH:10]=3)[N:5]=[C:4]([CH2:15][CH2:16][CH3:17])[CH:3]=2)[CH2:21][CH2:20][CH2:19]1. The catalyst class is: 5. (6) Reactant: [NH2:1][CH2:2][CH2:3][N:4]([CH2:23][C:24]1[CH:29]=[CH:28][CH:27]=[CH:26][CH:25]=1)[C:5]1[CH:10]=[CH:9][C:8]([C@H:11]2[CH2:15][CH2:14][CH2:13][C@H:12]2[NH:16][S:17]([CH:20]([CH3:22])[CH3:21])(=[O:19])=[O:18])=[CH:7][CH:6]=1.C1CCN2C(=NCCC2)CC1.[CH:41]([S:44](Cl)(=[O:46])=[O:45])([CH3:43])[CH3:42]. Product: [CH3:42][CH:41]([S:44]([NH:1][CH2:2][CH2:3][N:4]([C:5]1[CH:10]=[CH:9][C:8]([C@@H:11]2[CH2:15][CH2:14][CH2:13][C@@H:12]2[NH:16][S:17]([CH:20]([CH3:22])[CH3:21])(=[O:19])=[O:18])=[CH:7][CH:6]=1)[CH2:23][C:24]1[CH:25]=[CH:26][CH:27]=[CH:28][CH:29]=1)(=[O:46])=[O:45])[CH3:43]. The catalyst class is: 2. (7) Reactant: [N:1]1[CH:6]=[CH:5][C:4]([C:7](=[S:9])[NH2:8])=[CH:3][CH:2]=1.Br[CH:11]([C:17](=O)[C:18]1[CH:23]=[CH:22][CH:21]=[CH:20][CH:19]=1)[C:12]([O:14][CH2:15][CH3:16])=[O:13]. Product: [C:18]1([C:17]2[N:8]=[C:7]([C:4]3[CH:5]=[CH:6][N:1]=[CH:2][CH:3]=3)[S:9][C:11]=2[C:12]([O:14][CH2:15][CH3:16])=[O:13])[CH:23]=[CH:22][CH:21]=[CH:20][CH:19]=1. The catalyst class is: 8.